Dataset: NCI-60 drug combinations with 297,098 pairs across 59 cell lines. Task: Regression. Given two drug SMILES strings and cell line genomic features, predict the synergy score measuring deviation from expected non-interaction effect. (1) Drug 1: CCC1(CC2CC(C3=C(CCN(C2)C1)C4=CC=CC=C4N3)(C5=C(C=C6C(=C5)C78CCN9C7C(C=CC9)(C(C(C8N6C)(C(=O)OC)O)OC(=O)C)CC)OC)C(=O)OC)O.OS(=O)(=O)O. Drug 2: C1CC(=O)NC(=O)C1N2C(=O)C3=CC=CC=C3C2=O. Cell line: ACHN. Synergy scores: CSS=-1.26, Synergy_ZIP=0.194, Synergy_Bliss=-1.79, Synergy_Loewe=-0.734, Synergy_HSA=-3.44. (2) Drug 1: CC1=CC=C(C=C1)C2=CC(=NN2C3=CC=C(C=C3)S(=O)(=O)N)C(F)(F)F. Synergy scores: CSS=2.06, Synergy_ZIP=0.698, Synergy_Bliss=3.36, Synergy_Loewe=1.13, Synergy_HSA=0.143. Cell line: M14. Drug 2: CC1=C(C(CCC1)(C)C)C=CC(=CC=CC(=CC(=O)O)C)C. (3) Drug 1: CC1=C2C(C(=O)C3(C(CC4C(C3C(C(C2(C)C)(CC1OC(=O)C(C(C5=CC=CC=C5)NC(=O)C6=CC=CC=C6)O)O)OC(=O)C7=CC=CC=C7)(CO4)OC(=O)C)O)C)OC(=O)C. Drug 2: C1=CC=C(C(=C1)C(C2=CC=C(C=C2)Cl)C(Cl)Cl)Cl. Cell line: IGROV1. Synergy scores: CSS=22.1, Synergy_ZIP=1.55, Synergy_Bliss=6.46, Synergy_Loewe=-20.6, Synergy_HSA=2.57. (4) Drug 1: CC1=C(C(CCC1)(C)C)C=CC(=CC=CC(=CC(=O)O)C)C. Drug 2: C1CN(CCN1C(=O)CCBr)C(=O)CCBr. Cell line: OVCAR-8. Synergy scores: CSS=25.1, Synergy_ZIP=-8.13, Synergy_Bliss=-3.38, Synergy_Loewe=-2.78, Synergy_HSA=-1.76.